From a dataset of Forward reaction prediction with 1.9M reactions from USPTO patents (1976-2016). Predict the product of the given reaction. (1) Given the reactants [Cl:1][C:2]1[CH:3]=[C:4]([C:8]2[N:13]=[C:12]3[CH2:14][CH2:15][CH2:16][C:11]3=[C:10]([NH:17][C:18]3[CH:19]=[C:20]([CH2:24][C:25](OC)=[O:26])[CH:21]=[CH:22][CH:23]=3)[CH:9]=2)[CH:5]=[CH:6][CH:7]=1.[NH3:29], predict the reaction product. The product is: [ClH:1].[Cl:1][C:2]1[CH:3]=[C:4]([C:8]2[N:13]=[C:12]3[CH2:14][CH2:15][CH2:16][C:11]3=[C:10]([NH:17][C:18]3[CH:19]=[C:20]([CH2:24][C:25]([NH2:29])=[O:26])[CH:21]=[CH:22][CH:23]=3)[CH:9]=2)[CH:5]=[CH:6][CH:7]=1. (2) Given the reactants [OH:1][C:2]1[CH:3]=[C:4]2[C:8](=[CH:9][CH:10]=1)[N:7]([CH:11]([CH3:13])[CH3:12])[C:6]([C:14]([OH:16])=O)=[CH:5]2.[NH:17]1[CH2:22][CH2:21][S:20](=[O:24])(=[O:23])[CH2:19][CH2:18]1, predict the reaction product. The product is: [O:23]=[S:20]1(=[O:24])[CH2:21][CH2:22][N:17]([C:14]([C:6]2[N:7]([CH:11]([CH3:12])[CH3:13])[C:8]3[C:4]([CH:5]=2)=[CH:3][C:2]([OH:1])=[CH:10][CH:9]=3)=[O:16])[CH2:18][CH2:19]1. (3) Given the reactants [CH2:1]([O:4][C:5]1[CH:10]=[CH:9][C:8]([OH:11])=[CH:7][C:6]=1[N:12]1[C:20](=[O:21])[C:19]2[C:14](=[CH:15][CH:16]=[CH:17][CH:18]=2)[C:13]1=[O:22])[CH:2]=[CH2:3].IC.[C:25]([O-])([O-])=O.[K+].[K+], predict the reaction product. The product is: [CH2:1]([O:4][C:5]1[CH:10]=[CH:9][C:8]([O:11][CH3:25])=[CH:7][C:6]=1[N:12]1[C:13](=[O:22])[C:14]2[C:19](=[CH:18][CH:17]=[CH:16][CH:15]=2)[C:20]1=[O:21])[CH:2]=[CH2:3]. (4) Given the reactants Cl.Cl.[CH3:3][N:4]1[C:8]([NH:9][C:10](=[O:26])[C@@H:11]([NH:19][CH2:20][C:21]([O:23][CH2:24][CH3:25])=[O:22])[CH2:12][C:13]2[CH:18]=[CH:17][CH:16]=[CH:15][CH:14]=2)=[CH:7][C:6]([C:27]2[CH:32]=[CH:31][N:30]=[CH:29][CH:28]=2)=[N:5]1.CCN(C(C)C)C(C)C, predict the reaction product. The product is: [CH3:3][N:4]1[C:8]([NH:9][C:10](=[O:26])[C@@H:11]([NH:19][CH2:20][C:21]([O:23][CH2:24][CH3:25])=[O:22])[CH2:12][C:13]2[CH:14]=[CH:15][CH:16]=[CH:17][CH:18]=2)=[CH:7][C:6]([C:27]2[CH:28]=[CH:29][N:30]=[CH:31][CH:32]=2)=[N:5]1. (5) The product is: [C:1]([O:5][C:6](=[O:20])[NH:7][C:8]1[CH:13]=[C:12]([N:24]([CH:21]([CH3:23])[CH3:22])[CH3:25])[C:11]([C:15]#[N:16])=[CH:10][C:9]=1[N+:17]([O-:19])=[O:18])([CH3:4])([CH3:3])[CH3:2]. Given the reactants [C:1]([O:5][C:6](=[O:20])[NH:7][C:8]1[CH:13]=[C:12](F)[C:11]([C:15]#[N:16])=[CH:10][C:9]=1[N+:17]([O-:19])=[O:18])([CH3:4])([CH3:3])[CH3:2].[CH:21]([NH:24][CH3:25])([CH3:23])[CH3:22], predict the reaction product. (6) The product is: [CH3:45][N:46]([CH3:51])[CH2:47][CH2:48][O:25][C:24](=[O:26])[C:23]1[CH:27]=[CH:28][C:20]([CH2:19][N:16]2[C:17](=[O:18])[C:12]3[CH:11]=[C:10]([C:8](=[O:9])[NH:7][CH2:6][C:5]4[CH:32]=[CH:33][CH:34]=[C:3]([O:2][CH3:1])[CH:4]=4)[S:31][C:13]=3[N:14]([CH3:30])[C:15]2=[O:29])=[CH:21][CH:22]=1. Given the reactants [CH3:1][O:2][C:3]1[CH:4]=[C:5]([CH:32]=[CH:33][CH:34]=1)[CH2:6][NH:7][C:8]([C:10]1[S:31][C:13]2[N:14]([CH3:30])[C:15](=[O:29])[N:16]([CH2:19][C:20]3[CH:28]=[CH:27][C:23]([C:24]([OH:26])=[O:25])=[CH:22][CH:21]=3)[C:17](=[O:18])[C:12]=2[CH:11]=1)=[O:9].C1C=CC2N(O)N=NC=2C=1.[CH3:45][N:46]1[CH2:51]CO[CH2:48][CH2:47]1.CN(C)CCO.CCN=C=NCCCN(C)C, predict the reaction product. (7) Given the reactants [F:1][C:2]1[C:7](F)=[CH:6][CH:5]=[C:4]([N+:9]([O-:11])=[O:10])[C:3]=1[CH2:12][C:13](=[O:15])[CH3:14].[CH2:16]([OH:23])[C:17]1[CH:22]=[CH:21][CH:20]=[CH:19][CH:18]=1.O[Li].O.Cl, predict the reaction product. The product is: [CH2:16]([O:23][C:7]1[C:2]([F:1])=[C:3]([CH2:12][C:13](=[O:15])[CH3:14])[C:4]([N+:9]([O-:11])=[O:10])=[CH:5][CH:6]=1)[C:17]1[CH:22]=[CH:21][CH:20]=[CH:19][CH:18]=1.